Dataset: Catalyst prediction with 721,799 reactions and 888 catalyst types from USPTO. Task: Predict which catalyst facilitates the given reaction. (1) Reactant: [OH:1][C:2]1[CH:7]=[CH:6][C:5]([C:8]2[CH:13]=[C:12]([CH2:14][CH2:15][CH3:16])[CH:11]=[C:10]([C:17]#[N:18])[C:9]=2[C:19]2[S:20][CH:21]=[CH:22][C:23]=2[CH3:24])=[CH:4][CH:3]=1.[NH2:25][OH:26]. Product: [OH:26][N:25]=[C:17]([C:10]1[C:9]([C:19]2[S:20][CH:21]=[CH:22][C:23]=2[CH3:24])=[C:8]([C:5]2[CH:4]=[CH:3][C:2]([OH:1])=[CH:7][CH:6]=2)[CH:13]=[C:12]([CH2:14][CH2:15][CH3:16])[CH:11]=1)[NH2:18]. The catalyst class is: 5. (2) Product: [Br:14][CH2:13][CH2:12][CH2:11][O:10][C:8]1[CH:7]=[CH:6][C:3]([CH:4]=[O:5])=[C:2]([B:15]2[O:19][C:18]([CH3:21])([CH3:20])[C:17]([CH3:23])([CH3:22])[O:16]2)[CH:9]=1. The catalyst class is: 75. Reactant: Br[C:2]1[CH:9]=[C:8]([O:10][CH2:11][CH2:12][CH2:13][Br:14])[CH:7]=[CH:6][C:3]=1[CH:4]=[O:5].[B:15]1([B:15]2[O:19][C:18]([CH3:21])([CH3:20])[C:17]([CH3:23])([CH3:22])[O:16]2)[O:19][C:18]([CH3:21])([CH3:20])[C:17]([CH3:23])([CH3:22])[O:16]1.CC([O-])=O.[K+]. (3) Product: [Cl:28][C:24]1[CH:25]=[C:26]2[C:21](=[CH:22][CH:23]=1)[NH:20][C:19]([S:16]([N:13]1[CH2:14][CH2:15][N:10]([C:8]([C:5]3[N:4]=[CH:3][C:2]([C:30]4[CH:31]=[CH:32][CH:33]=[CH:34][N:29]=4)=[CH:7][N:6]=3)=[O:9])[CH2:11][CH2:12]1)(=[O:18])=[O:17])=[CH:27]2. Reactant: Br[C:2]1[CH:3]=[N:4][C:5]([C:8]([N:10]2[CH2:15][CH2:14][N:13]([S:16]([C:19]3[NH:20][C:21]4[C:26]([CH:27]=3)=[CH:25][C:24]([Cl:28])=[CH:23][CH:22]=4)(=[O:18])=[O:17])[CH2:12][CH2:11]2)=[O:9])=[N:6][CH:7]=1.[N:29]1[CH:34]=[CH:33][CH:32]=[CH:31][C:30]=1[Sn](CCCC)(CCCC)CCCC.C(OCC)(=O)C.N. The catalyst class is: 427. (4) Reactant: [Cl:1][C:2]1[N:7]=[C:6]2[NH:8][N:9]=[C:10]([I:11])[C:5]2=[C:4]([CH:12]([F:14])[F:13])[CH:3]=1.Cl.Cl[CH2:17][CH2:18][N:19]([CH3:21])[CH3:20].C(=O)([O-])[O-].[Cs+].[Cs+].O. Product: [Cl:1][C:2]1[N:7]=[C:6]2[N:8]([CH2:17][CH2:18][N:19]([CH3:21])[CH3:20])[N:9]=[C:10]([I:11])[C:5]2=[C:4]([CH:12]([F:13])[F:14])[CH:3]=1. The catalyst class is: 3.